Dataset: Forward reaction prediction with 1.9M reactions from USPTO patents (1976-2016). Task: Predict the product of the given reaction. (1) Given the reactants [C:1]([C:3]1[C:4]([N:17]2[CH2:22][CH2:21][CH:20]([C:23]([OH:25])=O)[CH2:19][CH2:18]2)=[N:5][C:6]([CH:14]([F:16])[F:15])=[C:7]([C:9]([O:11][CH2:12][CH3:13])=[O:10])[CH:8]=1)#[N:2].[CH3:26][C:27]1[CH:32]=[CH:31][C:30]([CH2:33][S:34]([NH2:37])(=[O:36])=[O:35])=[CH:29][CH:28]=1, predict the reaction product. The product is: [C:1]([C:3]1[C:4]([N:17]2[CH2:18][CH2:19][CH:20]([C:23]([NH:37][S:34]([CH2:33][C:30]3[CH:31]=[CH:32][C:27]([CH3:26])=[CH:28][CH:29]=3)(=[O:35])=[O:36])=[O:25])[CH2:21][CH2:22]2)=[N:5][C:6]([CH:14]([F:16])[F:15])=[C:7]([CH:8]=1)[C:9]([O:11][CH2:12][CH3:13])=[O:10])#[N:2]. (2) Given the reactants Cl[C:2]1([C:12]2[CH:17]=[CH:16][C:15]([Cl:18])=[CH:14][CH:13]=2)[C:10]2[C:5](=[CH:6][CH:7]=[CH:8][CH:9]=2)[C:4](=[O:11])[O:3]1.C(N(CC)CC)C.[NH2:26][CH2:27][C:28]1[CH:35]=[CH:34][C:31]([C:32]#[N:33])=[CH:30][CH:29]=1, predict the reaction product. The product is: [CH:7]1[CH:6]=[C:5]2[C:4]([N:33]([CH2:32][C:31]3[CH:34]=[CH:35][C:28]([C:27]#[N:26])=[CH:29][CH:30]=3)[C:2]([OH:3])([C:12]3[CH:17]=[CH:16][C:15]([Cl:18])=[CH:14][CH:13]=3)[C:10]2=[CH:9][CH:8]=1)=[O:11].